Dataset: Reaction yield outcomes from USPTO patents with 853,638 reactions. Task: Predict the reaction yield, written as a fraction of the theoretical maximum amount of product (1.0 means a 100% yield; for example, 0.34 means a 34% yield). (1) The reactants are [Cl-].O[NH3+:3].[C:4](=[O:7])([O-])[OH:5].[Na+].CS(C)=O.[Si]([O:20][CH:21]([CH:58]([F:60])[F:59])[CH2:22][O:23][C@H:24]1[CH2:29][CH2:28][C@H:27]([N:30]2[C:35](=[O:36])[C:34]([CH2:37][C:38]3[CH:43]=[CH:42][C:41]([C:44]4[C:45]([C:50]#[N:51])=[CH:46][CH:47]=[CH:48][CH:49]=4)=[CH:40][CH:39]=3)=[C:33]([CH2:52][CH2:53][CH3:54])[N:32]3[N:55]=[CH:56][N:57]=[C:31]23)[CH2:26][CH2:25]1)(C(C)(C)C)(C)C. The catalyst is O.C(OCC)(=O)C. The product is [F:60][CH:58]([F:59])[CH:21]([OH:20])[CH2:22][O:23][C@H:24]1[CH2:25][CH2:26][C@H:27]([N:30]2[C:35](=[O:36])[C:34]([CH2:37][C:38]3[CH:43]=[CH:42][C:41]([C:44]4[CH:49]=[CH:48][CH:47]=[CH:46][C:45]=4[C:50]4[NH:51][C:4](=[O:7])[O:5][N:3]=4)=[CH:40][CH:39]=3)=[C:33]([CH2:52][CH2:53][CH3:54])[N:32]3[N:55]=[CH:56][N:57]=[C:31]23)[CH2:28][CH2:29]1. The yield is 0.730. (2) The reactants are [Br:1][C:2]1[NH:3][C:4]2[C:9]([C:10]=1[CH:11]1[CH2:16][CH2:15][CH2:14][CH2:13][CH2:12]1)=[CH:8][CH:7]=[C:6]([C:17]([O:19][CH3:20])=[O:18])[CH:5]=2.[H-].[Na+].Cl[CH2:24][S:25][C:26]1[CH:31]=[CH:30][CH:29]=[CH:28][CH:27]=1.O. The catalyst is CN(C)C=O. The product is [Br:1][C:2]1[N:3]([CH2:24][S:25][C:26]2[CH:31]=[CH:30][CH:29]=[CH:28][CH:27]=2)[C:4]2[C:9]([C:10]=1[CH:11]1[CH2:16][CH2:15][CH2:14][CH2:13][CH2:12]1)=[CH:8][CH:7]=[C:6]([C:17]([O:19][CH3:20])=[O:18])[CH:5]=2. The yield is 0.840. (3) The product is [Cl:17][C:18]1[CH:19]=[C:20]2[C:24](=[CH:25][CH:26]=1)[C:23](=[O:27])[NH:22][CH:21]2[CH3:28].[Cl:30][C:31]1[CH:39]=[C:38]2[C:34]([CH:35]([CH3:41])[NH:36][C:37]2=[O:40])=[CH:33][CH:32]=1. The reactants are C([SiH](CC)CC)C.B(F)(F)F.CCOCC.[Cl:17][C:18]1[CH:19]=[C:20]2[C:24](=[CH:25][CH:26]=1)[C:23](=[O:27])[NH:22][C:21]2(O)[CH3:28].[Cl:30][C:31]1[CH:39]=[C:38]2[C:34]([C:35](O)([CH3:41])[NH:36][C:37]2=[O:40])=[CH:33][CH:32]=1.C([O-])(O)=O.[Na+]. The catalyst is C(Cl)Cl. The yield is 0.110. (4) The reactants are Cl[C:2]1[CH:7]=[C:6](/[CH:8]=[CH:9]/[C:10]2[CH:15]=[CH:14][C:13]([Cl:16])=[CH:12][CH:11]=2)[N:5]=[CH:4][N:3]=1.C1N2CCN(CC2)C1.C(=O)([O-])[O-:26].[K+].[K+].Cl. The catalyst is O1CCOCC1.O. The product is [Cl:16][C:13]1[CH:14]=[CH:15][C:10](/[CH:9]=[CH:8]/[C:6]2[N:5]=[CH:4][NH:3][C:2](=[O:26])[CH:7]=2)=[CH:11][CH:12]=1. The yield is 0.970. (5) The reactants are [H-].[Na+].[Br:3][C:4]1[CH:5]=[C:6]([CH:16]=[CH:17][CH:18]=1)[CH2:7][NH:8][C:9](=[O:15])[O:10][C:11]([CH3:14])([CH3:13])[CH3:12].[CH3:19]I. The catalyst is CN(C)C=O. The product is [Br:3][C:4]1[CH:5]=[C:6]([CH:16]=[CH:17][CH:18]=1)[CH2:7][N:8]([CH3:19])[C:9](=[O:15])[O:10][C:11]([CH3:14])([CH3:13])[CH3:12]. The yield is 0.950. (6) The reactants are [CH3:1][O:2][C:3]1[CH:8]=[CH:7][C:6](/[CH:9]=[CH:10]/[C:11]2[N:16]=[C:15](O)[CH:14]=[C:13]([CH3:18])[N:12]=2)=[CH:5][CH:4]=1.O=P(Cl)(Cl)[Cl:21]. No catalyst specified. The product is [Cl:21][C:15]1[CH:14]=[C:13]([CH3:18])[N:12]=[C:11](/[CH:10]=[CH:9]/[C:6]2[CH:7]=[CH:8][C:3]([O:2][CH3:1])=[CH:4][CH:5]=2)[N:16]=1. The yield is 0.940. (7) The reactants are [Cl:1][C:2]1[C:3]([NH:18][C:19]2[CH:27]=[C:26]([F:28])[CH:25]=[CH:24][C:20]=2[C:21](O)=[O:22])=[CH:4][C:5]([NH:8][C:9]2[N:13]([CH:14]([CH3:16])[CH3:15])[N:12]=[C:11]([CH3:17])[CH:10]=2)=[N:6][CH:7]=1.C1C=CC2[N:37]([OH:38])N=NC=2C=1.[CH2:39](Cl)CCl.CCN(C(C)C)C(C)C. The catalyst is CN(C)C=O.C(O)(=O)C.O. The product is [Cl:1][C:2]1[C:3]([NH:18][C:19]2[CH:27]=[C:26]([F:28])[CH:25]=[CH:24][C:20]=2[C:21]([NH:37][O:38][CH3:39])=[O:22])=[CH:4][C:5]([NH:8][C:9]2[N:13]([CH:14]([CH3:15])[CH3:16])[N:12]=[C:11]([CH3:17])[CH:10]=2)=[N:6][CH:7]=1. The yield is 0.355.